Dataset: Forward reaction prediction with 1.9M reactions from USPTO patents (1976-2016). Task: Predict the product of the given reaction. (1) The product is: [CH3:22][C:23]1[C:28]([CH3:29])=[CH:27][CH:26]=[CH:25][C:24]=1[N:30]1[C:5]([C:7]2[CH:17]=[CH:16][C:10]3[O:11][CH2:12][C:13](=[O:15])[NH:14][C:9]=3[CH:8]=2)=[CH:4][C:3]([C:2]([F:20])([F:19])[F:1])=[N:31]1. Given the reactants [F:1][C:2]([F:20])([F:19])[C:3](=O)[CH2:4][C:5]([C:7]1[CH:17]=[CH:16][C:10]2[O:11][CH2:12][C:13](=[O:15])[NH:14][C:9]=2[CH:8]=1)=O.Cl.[CH3:22][C:23]1[C:28]([CH3:29])=[CH:27][CH:26]=[CH:25][C:24]=1[NH:30][NH2:31], predict the reaction product. (2) Given the reactants Br[C:2]1[CH:3]=[C:4]([NH:10][C@H:11]([CH2:15][CH:16]([CH3:18])[CH3:17])[C:12]([NH2:14])=[O:13])[CH:5]=[CH:6][C:7]=1[C:8]#[N:9].Cl.[NH2:20][C:21]1[S:25][N:24]=[C:23]([CH3:26])[CH:22]=1.C1C=CC(P(C2C(C3C(P(C4C=CC=CC=4)C4C=CC=CC=4)=CC=C4C=3C=CC=C4)=C3C(C=CC=C3)=CC=2)C2C=CC=CC=2)=CC=1.C([O-])([O-])=O.[K+].[K+], predict the reaction product. The product is: [C:8]([C:7]1[CH:6]=[CH:5][C:4]([NH:10][C@H:11]([CH2:15][CH:16]([CH3:18])[CH3:17])[C:12]([NH2:14])=[O:13])=[CH:3][C:2]=1[NH:20][C:21]1[S:25][N:24]=[C:23]([CH3:26])[CH:22]=1)#[N:9]. (3) Given the reactants [C:1]([O:10][CH3:11])(=[O:9])[C:2]1[C:3](=[CH:5][CH:6]=[CH:7][CH:8]=1)[OH:4].Br[CH2:13][CH2:14][CH2:15][C:16]([O:18][CH2:19][CH3:20])=[O:17].C(=O)([O-])[O-].[K+].[K+].[I-].[K+], predict the reaction product. The product is: [CH3:11][O:10][C:1](=[O:9])[C:2]1[CH:8]=[CH:7][CH:6]=[CH:5][C:3]=1[O:4][CH2:13][CH2:14][CH2:15][C:16]([O:18][CH2:19][CH3:20])=[O:17]. (4) Given the reactants [N:1]1[CH:6]=[CH:5][CH:4]=[C:3]([NH:7][C:8](=[O:14])[O:9][C:10]([CH3:13])([CH3:12])[CH3:11])[CH:2]=1.C([Li])(C)(C)C.[O:20]=[C:21]1[CH2:25][CH2:24][N:23]([C:26]([O:28][CH2:29][C:30]2[CH:35]=[CH:34][CH:33]=[CH:32][CH:31]=2)=[O:27])[CH2:22]1, predict the reaction product. The product is: [C:10]([O:9][C:8]([NH:7][C:3]1[CH:2]=[N:1][CH:6]=[CH:5][C:4]=1[C:21]1([OH:20])[CH2:25][CH2:24][N:23]([C:26]([O:28][CH2:29][C:30]2[CH:35]=[CH:34][CH:33]=[CH:32][CH:31]=2)=[O:27])[CH2:22]1)=[O:14])([CH3:11])([CH3:13])[CH3:12].